From a dataset of Catalyst prediction with 721,799 reactions and 888 catalyst types from USPTO. Predict which catalyst facilitates the given reaction. (1) Reactant: [F:1][CH:2]([F:14])[O:3][C:4]1[CH:9]=[CH:8][N:7]=[C:6]([C:10](OC)=[O:11])[CH:5]=1.CC(C[AlH]CC(C)C)C.[OH-].[Na+].C([O-])(O)=O.[Na+]. Product: [F:14][CH:2]([F:1])[O:3][C:4]1[CH:9]=[CH:8][N:7]=[C:6]([CH2:10][OH:11])[CH:5]=1. The catalyst class is: 93. (2) Reactant: [Cl:1][C:2]1[CH:3]=[C:4]([C:8]2[C:9]([C:22]([O:24]C)=[O:23])=[CH:10][CH:11]=[C:12]([O:14][CH2:15][C:16]3[CH:21]=[CH:20][CH:19]=[CH:18][CH:17]=3)[CH:13]=2)[CH:5]=[CH:6][CH:7]=1.CO.[OH-].[Na+].Cl. Product: [Cl:1][C:2]1[CH:3]=[C:4]([C:8]2[C:9]([C:22]([OH:24])=[O:23])=[CH:10][CH:11]=[C:12]([O:14][CH2:15][C:16]3[CH:21]=[CH:20][CH:19]=[CH:18][CH:17]=3)[CH:13]=2)[CH:5]=[CH:6][CH:7]=1. The catalyst class is: 7.